This data is from Catalyst prediction with 721,799 reactions and 888 catalyst types from USPTO. The task is: Predict which catalyst facilitates the given reaction. (1) Reactant: C(OC([N:8]1[CH2:12][CH2:11][CH2:10][C@H:9]1[C@H:13]([OH:31])[C@@H:14]([C:24]1[CH:29]=[CH:28][CH:27]=[C:26]([F:30])[CH:25]=1)[N:15]1[C:23]2[C:18](=[CH:19][CH:20]=[CH:21][CH:22]=2)[CH:17]=[CH:16]1)=O)(C)(C)C.Cl. Product: [F:30][C:26]1[CH:25]=[C:24]([C@@H:14]([N:15]2[C:23]3[C:18](=[CH:19][CH:20]=[CH:21][CH:22]=3)[CH:17]=[CH:16]2)[C@H:13]([C@@H:9]2[CH2:10][CH2:11][CH2:12][NH:8]2)[OH:31])[CH:29]=[CH:28][CH:27]=1. The catalyst class is: 5. (2) Reactant: [CH:1]([C:3]1[C:11]2[B:10]([OH:12])[O:9][CH2:8][C:7]=2[CH:6]=[CH:5][CH:4]=1)=O.[NH3:13].II.[O-]S([O-])(=S)=O.[Na+].[Na+].Cl. Product: [C:1]([C:3]1[C:11]2[B:10]([OH:12])[O:9][CH2:8][C:7]=2[CH:6]=[CH:5][CH:4]=1)#[N:13]. The catalyst class is: 20. (3) Reactant: C([NH:4][C:5]1[NH:10][C:9](=[O:11])[C:8]([CH2:12][C:13]2[CH:18]=[CH:17][C:16]([CH2:19][CH3:20])=[CH:15][CH:14]=2)=[CH:7][CH:6]=1)(=O)C.[OH-].[Na+]. Product: [NH2:4][C:5]1[NH:10][C:9](=[O:11])[C:8]([CH2:12][C:13]2[CH:14]=[CH:15][C:16]([CH2:19][CH3:20])=[CH:17][CH:18]=2)=[CH:7][CH:6]=1. The catalyst class is: 5. (4) Reactant: [C:1]([OH:7])([C:3](F)(F)F)=O.[NH2:8][CH2:9][CH2:10][O:11][CH2:12][CH2:13][O:14][CH2:15][CH2:16][O:17][CH2:18][CH2:19][NH:20][S:21]([C:24]1[CH:29]=[CH:28][CH:27]=[C:26]([CH:30]2[C:39]3[C:34](=[C:35]([Cl:41])[CH:36]=[C:37]([Cl:40])[CH:38]=3)[CH2:33][N:32]([CH3:42])[CH2:31]2)[CH:25]=1)(=[O:23])=[O:22].[N:43]([CH2:46][CH2:47][CH2:48][CH2:49][N:50]=[C:51]=[O:52])=[C:44]=[O:45].[CH:53]([N:56]([CH:59]([CH3:61])C)[CH2:57][CH3:58])(C)C. Product: [O:45]=[C:44]([NH:43][CH2:46][CH2:47][CH2:48][CH2:49][NH:50][C:51](=[O:52])[NH:8][CH2:9][CH2:10][O:11][CH2:12][CH2:13][O:14][CH2:15][CH2:16][O:7][CH2:1][CH2:3][NH:20][S:21]([C:24]1[CH:29]=[CH:28][CH:27]=[C:26]([CH:61]2[C:39]3[C:58](=[C:35]([Cl:41])[CH:36]=[C:37]([Cl:40])[CH:38]=3)[CH2:57][N:56]([CH3:53])[CH2:59]2)[CH:25]=1)(=[O:22])=[O:23])[NH:8][CH2:9][CH2:10][O:11][CH2:12][CH2:13][O:14][CH2:15][CH2:16][O:17][CH2:18][CH2:19][NH:20][S:21]([C:24]1[CH:29]=[CH:28][CH:27]=[C:26]([CH:30]2[C:39]3[C:34](=[C:35]([Cl:41])[CH:36]=[C:37]([Cl:40])[CH:38]=3)[CH2:33][N:32]([CH3:42])[CH2:31]2)[CH:25]=1)(=[O:23])=[O:22]. The catalyst class is: 3. (5) Reactant: [CH3:1][N:2]([CH3:34])[CH2:3][CH2:4][N:5]1[C:9]2[CH:10]=[CH:11][C:12]([S:14]([C@@H:17]3[CH2:21][CH2:20][N:19](C(OC(C)(C)C)=O)[CH2:18]3)(=[O:16])=[O:15])=[CH:13][C:8]=2[N:7]=[C:6]1[CH2:29][C:30]([CH3:33])([CH3:32])[CH3:31].Cl[Si](C)(C)C. Product: [CH3:1][N:2]([CH3:34])[CH2:3][CH2:4][N:5]1[C:9]2[CH:10]=[CH:11][C:12]([S:14]([C@@H:17]3[CH2:21][CH2:20][NH:19][CH2:18]3)(=[O:15])=[O:16])=[CH:13][C:8]=2[N:7]=[C:6]1[CH2:29][C:30]([CH3:32])([CH3:31])[CH3:33]. The catalyst class is: 5. (6) Reactant: Cl.C(N=C=NCCCN(C)C)C.C(N(CC)CC)C.[CH:20]([C:22]1[NH:26][C:25]([CH3:27])=[C:24]([C:28]([OH:30])=O)[C:23]=1[CH3:31])=[O:21].ON1C2C=CC=CC=2N=N1.[CH3:42][N:43]([CH3:51])[C:44]1[CH:49]=[CH:48][C:47]([NH2:50])=[CH:46][CH:45]=1. Product: [CH3:42][N:43]([CH3:51])[C:44]1[CH:49]=[CH:48][C:47]([NH:50][C:28]([C:24]2[C:23]([CH3:31])=[C:22]([CH:20]=[O:21])[NH:26][C:25]=2[CH3:27])=[O:30])=[CH:46][CH:45]=1. The catalyst class is: 136. (7) Reactant: [Cl-].C([Al+]CC)C.[C:7]([C:9]1[N:10]=[C:11]2[CH:17]=[CH:16][NH:15][C:12]2=[N:13][CH:14]=1)#[CH:8].[C:18](Cl)(=[O:23])[C:19]([CH3:22])([CH3:21])[CH3:20].C([O-])(O)=O.[Na+]. Product: [C:7]([C:9]1[N:10]=[C:11]2[C:17]([C:18](=[O:23])[C:19]([CH3:22])([CH3:21])[CH3:20])=[CH:16][NH:15][C:12]2=[N:13][CH:14]=1)#[CH:8]. The catalyst class is: 96.